Dataset: Catalyst prediction with 721,799 reactions and 888 catalyst types from USPTO. Task: Predict which catalyst facilitates the given reaction. (1) Reactant: [C:1]1([N:7]2[CH2:12][CH2:11][CH:10]([CH2:13][CH2:14][CH2:15][C:16]([NH:18][C:19]3[CH:27]=[CH:26][CH:25]=[CH:24][C:20]=3[C:21]([NH2:23])=[O:22])=O)[CH2:9][CH2:8]2)[CH:6]=[CH:5][CH:4]=[CH:3][CH:2]=1.[OH-].[Na+].O.Cl. Product: [C:1]1([N:7]2[CH2:12][CH2:11][CH:10]([CH2:13][CH2:14][CH2:15][C:16]3[NH:23][C:21](=[O:22])[C:20]4[C:19](=[CH:27][CH:26]=[CH:25][CH:24]=4)[N:18]=3)[CH2:9][CH2:8]2)[CH:6]=[CH:5][CH:4]=[CH:3][CH:2]=1. The catalyst class is: 12. (2) Product: [CH2:1]([O:3][C:4](=[O:41])[CH2:5][CH2:6][C:7]1[O:8][C:9]2[CH:40]=[CH:39][CH:38]=[CH:37][C:10]=2[C:11]=1[CH2:12][CH:13]1[CH2:17][CH2:16][CH2:15][N:14]1[C:18](=[O:36])[CH:19]([NH:23][C:24](=[O:35])[CH:25]([NH2:27])[CH3:26])[CH:20]([CH3:22])[CH3:21])[CH3:2]. The catalyst class is: 2. Reactant: [CH2:1]([O:3][C:4](=[O:41])[CH2:5][CH2:6][C:7]1[O:8][C:9]2[CH:40]=[CH:39][CH:38]=[CH:37][C:10]=2[C:11]=1[CH2:12][CH:13]1[CH2:17][CH2:16][CH2:15][N:14]1[C:18](=[O:36])[CH:19]([NH:23][C:24](=[O:35])[CH:25]([NH:27]C(OC(C)(C)C)=O)[CH3:26])[CH:20]([CH3:22])[CH3:21])[CH3:2].C(O)(C(F)(F)F)=O. (3) Reactant: [Cl:1][C:2]1[N:9]=C(Cl)C=[C:6]([C:11]2[CH:16]=[CH:15][C:14]([O:17][C:18]3[CH:23]=[CH:22][CH:21]=[CH:20][CH:19]=3)=[CH:13][CH:12]=2)[C:3]=1[C:4]#[N:5].[CH2:24]([N:26]([CH2:29][CH3:30])[CH2:27][CH3:28])[CH3:25].N1CCCC[CH2:32]1. Product: [Cl:1][C:2]1[N:9]=[C:24]([N:26]2[CH2:29][CH2:30][CH2:32][CH2:28][CH2:27]2)[CH:25]=[C:6]([C:11]2[CH:16]=[CH:15][C:14]([O:17][C:18]3[CH:23]=[CH:22][CH:21]=[CH:20][CH:19]=3)=[CH:13][CH:12]=2)[C:3]=1[C:4]#[N:5]. The catalyst class is: 10. (4) Reactant: Cl[C:2]1[CH:7]=[CH:6][N:5]=[C:4]2[NH:8][CH:9]=[CH:10][C:3]=12.[NH2:11][C:12]1[CH:17]=[CH:16][C:15]([OH:18])=[CH:14][C:13]=1[F:19].CCN(C(C)C)C(C)C.[H-].[Na+]. Product: [NH:8]1[C:4]2=[N:5][CH:6]=[CH:7][C:2]([O:18][C:15]3[CH:16]=[CH:17][C:12]([NH2:11])=[C:13]([F:19])[CH:14]=3)=[C:3]2[CH:10]=[CH:9]1. The catalyst class is: 179. (5) Reactant: [OH:1][C:2]1[CH:7]=[CH:6][C:5]([CH2:8][CH2:9][CH2:10][OH:11])=[CH:4][CH:3]=1.N1C=CN=C1.[C:17]([Si:21](Cl)([C:28]1[CH:33]=[CH:32][CH:31]=[CH:30][CH:29]=1)[C:22]1[CH:27]=[CH:26][CH:25]=[CH:24][CH:23]=1)([CH3:20])([CH3:19])[CH3:18]. Product: [OH:1][C:2]1[CH:3]=[CH:4][C:5]([CH2:8][CH2:9][CH2:10][O:11][Si:21]([C:17]([CH3:20])([CH3:19])[CH3:18])([C:28]2[CH:29]=[CH:30][CH:31]=[CH:32][CH:33]=2)[C:22]2[CH:27]=[CH:26][CH:25]=[CH:24][CH:23]=2)=[CH:6][CH:7]=1. The catalyst class is: 9. (6) Reactant: [Br:1][C:2]1[CH:3]=[C:4]2[C@:15]3([CH2:19][O:18][C:17]([NH2:20])=[N:16]3)[C:14]3[C:9](=[CH:10][CH:11]=[C:12](I)[CH:13]=3)[O:8][C:5]2=[N:6][CH:7]=1.[N:22]1[CH:27]=[C:26](B(O)O)[CH:25]=[N:24][CH:23]=1.C1COCC1.C(=O)([O-])[O-].[K+].[K+]. Product: [Br:1][C:2]1[CH:3]=[C:4]2[C@:15]3([CH2:19][O:18][C:17]([NH2:20])=[N:16]3)[C:14]3[C:9](=[CH:10][CH:11]=[C:12]([C:26]4[CH:27]=[N:22][CH:23]=[N:24][CH:25]=4)[CH:13]=3)[O:8][C:5]2=[N:6][CH:7]=1. The catalyst class is: 69. (7) Reactant: [N+:1]([C:4]1[CH:12]=[CH:11][CH:10]=[C:9]2[C:5]=1[CH:6]=[CH:7][N:8]2[CH2:13][CH2:14][CH2:15][N:16]1[CH2:21][CH2:20][O:19][CH2:18][CH2:17]1)([O-])=O. Product: [O:19]1[CH2:20][CH2:21][N:16]([CH2:15][CH2:14][CH2:13][N:8]2[C:9]3[CH:10]=[CH:11][CH:12]=[C:4]([NH2:1])[C:5]=3[CH:6]=[CH:7]2)[CH2:17][CH2:18]1. The catalyst class is: 19.